Dataset: CYP2C9 inhibition data for predicting drug metabolism from PubChem BioAssay. Task: Regression/Classification. Given a drug SMILES string, predict its absorption, distribution, metabolism, or excretion properties. Task type varies by dataset: regression for continuous measurements (e.g., permeability, clearance, half-life) or binary classification for categorical outcomes (e.g., BBB penetration, CYP inhibition). Dataset: cyp2c9_veith. (1) The molecule is CCCc1cc2c(n1Cc1ccc(C)cc1)C(C)C1CN(C(=O)c3ccccc3)C(C)(C(=O)OC)C21. The result is 1 (inhibitor). (2) The compound is COC(=O)c1cc(NS(=O)(=O)c2ccc(N3CCCCCC3)c([N+](=O)[O-])c2)cc(C(=O)OC)c1. The result is 1 (inhibitor). (3) The drug is CC(C)C(=O)N/N=C/c1ccc(OCc2ccccc2)cc1. The result is 0 (non-inhibitor). (4) The compound is O=C(O)Cc1[nH]cnc1C(=O)O. The result is 0 (non-inhibitor).